From a dataset of Full USPTO retrosynthesis dataset with 1.9M reactions from patents (1976-2016). Predict the reactants needed to synthesize the given product. (1) Given the product [NH2:6][C:4]([NH:3][N:2]=[C:16]1[C:15]2[C:10](=[CH:11][CH:12]=[C:13]([S:18][CH2:19][CH2:20][CH2:21][C:22]3[CH:23]=[CH:24][C:25]([C:26]([OH:28])=[O:27])=[CH:29][CH:30]=3)[CH:14]=2)[N:9]([CH2:31][CH2:32][CH2:33][CH2:34][CH3:35])[C:8]1=[O:7])=[O:5], predict the reactants needed to synthesize it. The reactants are: Cl.[NH2:2][NH:3][C:4]([NH2:6])=[O:5].[O:7]=[C:8]1[C:16](=O)[C:15]2[C:10](=[CH:11][CH:12]=[C:13]([S:18][CH2:19][CH2:20][CH2:21][C:22]3[CH:30]=[CH:29][C:25]([C:26]([OH:28])=[O:27])=[CH:24][CH:23]=3)[CH:14]=2)[N:9]1[CH2:31][CH2:32][CH2:33][CH2:34][CH3:35]. (2) The reactants are: Cl.Cl.[NH2:3][CH:4]([C:23]1[CH:28]=[CH:27][CH:26]=[CH:25][CH:24]=1)[C:5]([N:7]1[CH2:12][CH2:11][CH:10]([N:13]2[CH2:17][C:16]3=[CH:18][N:19]=[C:20]([CH3:21])[N:15]3[C:14]2=[O:22])[CH2:9][CH2:8]1)=[O:6].C(N(CC)CC)C.[Cl:36][C:37]1[CH:42]=[CH:41][C:40]([N:43]=[C:44]=[O:45])=[C:39]([CH3:46])[CH:38]=1. Given the product [Cl:36][C:37]1[CH:42]=[CH:41][C:40]([NH:43][C:44]([NH:3][CH:4]([C:23]2[CH:24]=[CH:25][CH:26]=[CH:27][CH:28]=2)[C:5]([N:7]2[CH2:12][CH2:11][CH:10]([N:13]3[CH2:17][C:16]4=[CH:18][N:19]=[C:20]([CH3:21])[N:15]4[C:14]3=[O:22])[CH2:9][CH2:8]2)=[O:6])=[O:45])=[C:39]([CH3:46])[CH:38]=1, predict the reactants needed to synthesize it.